Dataset: Peptide-MHC class II binding affinity with 134,281 pairs from IEDB. Task: Regression. Given a peptide amino acid sequence and an MHC pseudo amino acid sequence, predict their binding affinity value. This is MHC class II binding data. (1) The peptide sequence is SCWRGDSNWAQNRMK. The MHC is DRB1_0101 with pseudo-sequence DRB1_0101. The binding affinity (normalized) is 0.175. (2) The peptide sequence is STTISVAQMGTLLIA. The MHC is DRB1_0101 with pseudo-sequence DRB1_0101. The binding affinity (normalized) is 0.842. (3) The binding affinity (normalized) is 1.00. The MHC is DRB1_0101 with pseudo-sequence DRB1_0101. The peptide sequence is NNVVQALTSLGLLYT. (4) The peptide sequence is RYLEFEALGFLNEDH. The MHC is DRB4_0103 with pseudo-sequence DRB4_0103. The binding affinity (normalized) is 0.644. (5) The peptide sequence is NQFGSVPAVTISCMT. The MHC is DRB5_0101 with pseudo-sequence DRB5_0101. The binding affinity (normalized) is 0.776. (6) The peptide sequence is INELIASGSEKLASV. The MHC is DRB1_1302 with pseudo-sequence DRB1_1302. The binding affinity (normalized) is 0.870.